This data is from NCI-60 drug combinations with 297,098 pairs across 59 cell lines. The task is: Regression. Given two drug SMILES strings and cell line genomic features, predict the synergy score measuring deviation from expected non-interaction effect. (1) Synergy scores: CSS=48.9, Synergy_ZIP=-3.13, Synergy_Bliss=0.456, Synergy_Loewe=-3.56, Synergy_HSA=1.05. Drug 2: CC1C(C(CC(O1)OC2CC(CC3=C2C(=C4C(=C3O)C(=O)C5=CC=CC=C5C4=O)O)(C(=O)C)O)N)O. Drug 1: CCC1=CC2CC(C3=C(CN(C2)C1)C4=CC=CC=C4N3)(C5=C(C=C6C(=C5)C78CCN9C7C(C=CC9)(C(C(C8N6C)(C(=O)OC)O)OC(=O)C)CC)OC)C(=O)OC.C(C(C(=O)O)O)(C(=O)O)O. Cell line: SK-MEL-28. (2) Drug 1: CC1=C2C(C(=O)C3(C(CC4C(C3C(C(C2(C)C)(CC1OC(=O)C(C(C5=CC=CC=C5)NC(=O)OC(C)(C)C)O)O)OC(=O)C6=CC=CC=C6)(CO4)OC(=O)C)O)C)O. Drug 2: C1CC(=O)NC(=O)C1N2C(=O)C3=CC=CC=C3C2=O. Cell line: IGROV1. Synergy scores: CSS=16.8, Synergy_ZIP=-4.58, Synergy_Bliss=0.588, Synergy_Loewe=-21.8, Synergy_HSA=-0.810. (3) Drug 1: CNC(=O)C1=NC=CC(=C1)OC2=CC=C(C=C2)NC(=O)NC3=CC(=C(C=C3)Cl)C(F)(F)F. Drug 2: CN(CCCl)CCCl.Cl. Cell line: UACC-257. Synergy scores: CSS=4.97, Synergy_ZIP=-1.84, Synergy_Bliss=0.541, Synergy_Loewe=-2.97, Synergy_HSA=0.180. (4) Drug 1: C1CCC(C1)C(CC#N)N2C=C(C=N2)C3=C4C=CNC4=NC=N3. Drug 2: C1=C(C(=O)NC(=O)N1)N(CCCl)CCCl. Cell line: OVCAR-8. Synergy scores: CSS=21.8, Synergy_ZIP=0.214, Synergy_Bliss=5.85, Synergy_Loewe=-5.18, Synergy_HSA=4.27. (5) Drug 1: CC1C(C(CC(O1)OC2CC(CC3=C2C(=C4C(=C3O)C(=O)C5=C(C4=O)C(=CC=C5)OC)O)(C(=O)CO)O)N)O.Cl. Drug 2: C1=C(C(=O)NC(=O)N1)F. Cell line: CAKI-1. Synergy scores: CSS=34.4, Synergy_ZIP=5.27, Synergy_Bliss=5.07, Synergy_Loewe=-2.16, Synergy_HSA=-1.71.